From a dataset of Experimentally validated miRNA-target interactions with 360,000+ pairs, plus equal number of negative samples. Binary Classification. Given a miRNA mature sequence and a target amino acid sequence, predict their likelihood of interaction. (1) The miRNA is mmu-miR-125b-1-3p with sequence ACGGGUUAGGCUCUUGGGAGCU. The protein sequence of the target gene is MVSWGRFICLVLVTMATLSLARPSFSLVEDTTLEPEEPPTKYQISQPEAYVVAPGESLELQCMLKDAAVISWTKDGVHLGPNNRTVLIGEYLQIKGATPRDSGLYACTAARTVDSETWIFMVNVTDAISSGDDEDDTDSSEDVVSENRSNQRAPYWTNTEKMEKRLHACPAANTVKFRCPAGGNPTSTMRWLKNGKEFKQEHRIGGYKVRNQHWSLIMESVVPSDKGNYTCLVENEYGSINHTYHLDVVERSPHRPILQAGLPANASTVVGGDVEFVCKVYSDAQPHIQWIKHVEKNGSK.... Result: 0 (no interaction). (2) The miRNA is hsa-miR-4778-3p with sequence UCUUCUUCCUUUGCAGAGUUGA. The protein sequence of the target gene is MAPDPVAAETAAQGPTPRYFTWDEVAQRSGCEERWLVIDRKVYNISEFTRRHPGGSRVISHYAGQDATDPFVAFHINKGLVKKYMNSLLIGELSPEQPSFEPTKNKELTDEFRELRATVERMGLMKANHVFFLLYLLHILLLDGAAWLTLWVFGTSFLPFLLCAVLLSAVQAQAGWLQHDFGHLSVFSTSKWNHLLHHFVIGHLKGAPASWWNHMHFQHHAKPNCFRKDPDINMHPFFFALGKILSVELGKQKKKYMPYNHQHKYFFLIGPPALLPLYFQWYIFYFVIQRKKWVDLAWMI.... Result: 1 (interaction). (3) The miRNA is gga-miR-1764-3p with sequence AGCUGCUUGUUGGCUGGGGAG. The protein sequence of the target gene is MGKLQSKHAAAARKRRESPEGDSFVASAYASGRKGAEEAERRARDKQELPNGDPKEGPFREDQCPLQVALPAEKAEGREHPGQLLSADDGERAANREGPRGPGGQRLNIDALQCDVSVEEDDRQEWTFTLYDFDNCGKVTREDMSSLMHTIYEVVDASVNHSSGSSKTLRVKLTVSPEPSSKRKEGPPAGQDREPTRCRMEGELAEEPRVADRRLSAHVRRPSTDPQPCSERGPYCVDENTERRNHYLDLAGIENYTSRFGPGSPPVQAKQEPQGRASHLQARSRSQEPDTHAVHHRRSQ.... Result: 0 (no interaction). (4) The miRNA is mmu-miR-7017-5p with sequence AGAGGGUUGUGAGACUAGGGCUGU. The protein sequence of the target gene is MEPQRRELLAQCQQSLAQAMTEVEAVLGLLEAAGALSPGERRQLDEEAGGAKAELLLQLLLAKEQDHFQDLRAALEKTQPHLLPILYLNGVVGPPQSTEGAGSTYSVLSIMPSDSESSSSLSSVGTTGKAPSPPPLLTEQQANDTVENLSIQLRLMTRERNELRKRLAFATHGATFDKRPYHRLNPDYERLKIQCVRAMSDLQSLQNQHTNALKRCEEVAKETDFYHTLHSRLLSDQTQLKDDVDMLRRENGKLRRERNLLQQSWEDMKRLREEDQKEIGDLRAQQQQVLKHNGSSEILN.... Result: 0 (no interaction). (5) The miRNA is hsa-miR-4440 with sequence UGUCGUGGGGCUUGCUGGCUUG. The protein sequence of the target gene is MACPALGLEVLQPLQPEPPPEPAFAEAQKWIEQVTGRSFGDKDFRTGLENGILLCELLNAIKPGLVKKINRLPTPIAGLDNTILFLRGCKELGLKESQLFDPSDLQDTSNRVTVKNLDYSRKLKNVLVTIYWLGKAANSCASYGGTTLNLKEFEGLLAQMRKETDDIDSPKRSIRDSGYIDCWDSERSDSLSPPRHGRDDSFDSLDSFGSRSRQTPSPDVVLRGSSDGRGSDSESDLPHRKLPDVKKDDMSARRTSHGEPKSAVPFNQYLPNKSNQTAYVPAPLRKKKAEREEFRKSWST.... Result: 0 (no interaction). (6) The miRNA is hsa-miR-4699-3p with sequence AAUUUACUCUGCAAUCUUCUCC. The protein sequence of the target gene is MCPMLLKNGYNGNATPVTTTAPWASLGLSAKTCNNVSFEESRIVLVVVYSAVCTLGVPANCLTAWLALLQVLQGNVLAVYLLCLALCELLYTGTLPLWVIYIRNQHRWTLGLLACKVTAYIFFCNIYVSILFLCCISCDRFVAVVYALESRGRRRRRTAILISACIFILVGIVHYPVFQTEDKETCFDMLQMDSRIAGYYYARFTVGFAIPLSIIAFTNHRIFRSIKQSMGLSAAQKAKVKHSAIAVVVIFLVCFAPYHLVLLVKAAAFSYYRGDRNAMCGLEERLYTASVVFLCLSTVN.... Result: 0 (no interaction). (7) The miRNA is hsa-miR-513b-3p with sequence AAAUGUCACCUUUUUGAGAGGA. The protein sequence of the target gene is MEFLLGNPFSTPVGQCLEKATDGSLQSEDWTLNMEICDIINETEEGPKDAIRALKKRLNGNRNYREVMLALTVLETCVKNCGHRFHILVANRDFIDSVLVKIISPKNNPPTIVQDKVLALIQAWADAFRSSPDLTGVVHIYEELKRKGVEFPMADLDALSPIHTPQRSVPEVDPAATMPRSQSQQRTSAGSYSSPPPAPYSAPQAPALSVTGPITANSEQIARLRSELDVVRGNTKVMSEMLTEMVPGQEDSSDLELLQELNRTCRAMQQRIVELISRVSNEEVTEELLHVNDDLNNVFL.... Result: 1 (interaction). (8) The miRNA is hsa-miR-374b-3p with sequence CUUAGCAGGUUGUAUUAUCAUU. The protein sequence of the target gene is MRHLPYFCRGQVVRGFGRGSKQLGIPTANFPEQVVDNLPADISTGIYYGWASVGSGDVHKMVVSIGWNPYYKNTKKSMETHIMHTFKEDFYGEILNVAIVGYLRPEKNFDSLESLISAIQGDIEEAKKRLELPEHLKIKEDNFFQVSKSKIMNGH. Result: 1 (interaction). (9) The miRNA is hsa-miR-920 with sequence GGGGAGCUGUGGAAGCAGUA. The protein sequence of the target gene is MPVQAAQWTEFLSCPICYNEFDENVHKPISLGCSHTVCKTCLNKLHRKACPFDQTAINTDIDVLPVNFALLQLVGAQVPDHQSIKLSNLGENKHYEVAKKCVEDLALYLKPLSGGKGVASLNQSALSRPMQRKLVTLVNCQLVEEEGRVRAMRAARSLGERTVTELILQHQNPQQLSANLWAAVRARGCQFLGPAMQEEALKLVLLALEDGSALSRKVLVLFVVQRLEPRFPQASKTSIGHVVQLLYRASCFKVTKRDEDSSLMQLKEEFRSYEALRREHDAQIVHIAMEAGLRISPEQW.... Result: 0 (no interaction).